Dataset: NCI-60 drug combinations with 297,098 pairs across 59 cell lines. Task: Regression. Given two drug SMILES strings and cell line genomic features, predict the synergy score measuring deviation from expected non-interaction effect. Drug 1: CC1=CC2C(CCC3(C2CCC3(C(=O)C)OC(=O)C)C)C4(C1=CC(=O)CC4)C. Drug 2: C1CC(C1)(C(=O)O)C(=O)O.[NH2-].[NH2-].[Pt+2]. Cell line: TK-10. Synergy scores: CSS=14.6, Synergy_ZIP=-1.45, Synergy_Bliss=2.73, Synergy_Loewe=-5.23, Synergy_HSA=-1.44.